From a dataset of Forward reaction prediction with 1.9M reactions from USPTO patents (1976-2016). Predict the product of the given reaction. (1) The product is: [C:44]([OH:51])(=[O:50])/[CH:45]=[CH:46]\[C:47]([OH:49])=[O:48].[C:44]([OH:51])(=[O:50])/[CH:45]=[CH:46]\[C:47]([OH:49])=[O:48].[C:1]1([C@@H:7]([CH3:43])[CH2:8][NH:9][C:10](=[O:42])[C:11]2[CH:16]=[CH:15][C:14]([C:17]3[C:25]4[C:20](=[N:21][CH:22]=[N:23][C:24]=4[NH2:26])[N:19]([C@H:27]4[CH2:32][CH2:31][C@@H:30]([N:33]5[CH2:38][CH2:37][N:36]([CH3:39])[CH2:35][CH2:34]5)[CH2:29][CH2:28]4)[N:18]=3)=[CH:13][C:12]=2[O:40][CH3:41])[CH:6]=[CH:5][CH:4]=[CH:3][CH:2]=1. Given the reactants [C:1]1([C@@H:7]([CH3:43])[CH2:8][NH:9][C:10](=[O:42])[C:11]2[CH:16]=[CH:15][C:14]([C:17]3[C:25]4[C:20](=[N:21][CH:22]=[N:23][C:24]=4[NH2:26])[N:19]([C@H:27]4[CH2:32][CH2:31][C@@H:30]([N:33]5[CH2:38][CH2:37][N:36]([CH3:39])[CH2:35][CH2:34]5)[CH2:29][CH2:28]4)[N:18]=3)=[CH:13][C:12]=2[O:40][CH3:41])[CH:6]=[CH:5][CH:4]=[CH:3][CH:2]=1.[C:44]([OH:51])(=[O:50])/[CH:45]=[CH:46]\[C:47]([OH:49])=[O:48], predict the reaction product. (2) Given the reactants [Cl:1][CH2:2][C:3](Cl)=[O:4].[C:6]12([NH2:16])[CH2:15][CH:10]3[CH2:11][CH:12]([CH2:14][CH:8]([CH2:9]3)[CH2:7]1)[CH2:13]2.N1C=CC=CC=1, predict the reaction product. The product is: [C:6]12([NH:16][C:3](=[O:4])[CH2:2][Cl:1])[CH2:13][CH:12]3[CH2:11][CH:10]([CH2:9][CH:8]([CH2:14]3)[CH2:7]1)[CH2:15]2.